From a dataset of Reaction yield outcomes from USPTO patents with 853,638 reactions. Predict the reaction yield, written as a fraction of the theoretical maximum amount of product (1.0 means a 100% yield; for example, 0.34 means a 34% yield). (1) The reactants are Cl[C:2]1[CH:7]=[CH:6][N:5]=[C:4]2[CH:8]=[C:9]([C:11]3[N:12]=[CH:13][N:14]([CH:16]([CH3:18])[CH3:17])[CH:15]=3)[S:10][C:3]=12.[F:19][C:20]1[CH:25]=[C:24]([N+:26]([O-:28])=[O:27])[CH:23]=[CH:22][C:21]=1[OH:29].C(=O)([O-])[O-].[K+].[K+].CO.C(Cl)Cl. The catalyst is O(C1C=CC=CC=1)C1C=CC=CC=1. The product is [F:19][C:20]1[CH:25]=[C:24]([N+:26]([O-:28])=[O:27])[CH:23]=[CH:22][C:21]=1[O:29][C:2]1[CH:7]=[CH:6][N:5]=[C:4]2[CH:8]=[C:9]([C:11]3[N:12]=[CH:13][N:14]([CH:16]([CH3:18])[CH3:17])[CH:15]=3)[S:10][C:3]=12. The yield is 0.880. (2) The reactants are [CH2:1]([C:3]1[CH:11]=[CH:10][C:9]2[NH:12][CH2:13][C:14](=[O:16])[CH2:15][N:7]3[C:8]=2[C:4]=1[CH:5]=[C:6]3[C:17](O)=[O:18])[CH3:2].S([C:24]1[CH:30]=[CH:29][C:27]([CH3:28])=[CH:26][CH:25]=1)(O)(=O)=O.S(C1C=CC(C)=CC=1)(O)(=O)=O.[NH2:42][C@@H:43](CC1C=CC=CC=1)[C@H:44]([OH:56])[CH2:45][NH:46][CH2:47][C:48]1[CH:53]=[CH:52][CH:51]=[C:50]([O:54][CH3:55])[CH:49]=1.Cl.CN(C)CCCN=C=NCC.O.ON1C2C=CC=CC=2N=N1.C(N1CCOCC1)C.C([O-])(O)=O.[Na+]. The catalyst is CN(C=O)C.C(Cl)Cl. The product is [CH2:28]([C@H:43]([NH:42][C:17]([C:6]1[N:7]2[CH2:15][C:14](=[O:16])[CH2:13][NH:12][C:9]3[CH:10]=[CH:11][C:3]([CH2:1][CH3:2])=[C:4]([CH:5]=1)[C:8]2=3)=[O:18])[C@H:44]([OH:56])[CH2:45][NH:46][CH2:47][C:48]1[CH:53]=[CH:52][CH:51]=[C:50]([O:54][CH3:55])[CH:49]=1)[C:27]1[CH:29]=[CH:30][CH:24]=[CH:25][CH:26]=1. The yield is 0.670. (3) The reactants are [Cl:1][C:2]1[CH:7]=[CH:6][C:5]([N:8]2[C:13]([CH3:14])=[CH:12][CH:11]=[C:10]([C:15]([OH:17])=O)[C:9]2=[O:18])=[CH:4][CH:3]=1.CN(C(ON1N=NC2C=CC=CC1=2)=[N+](C)C)C.F[P-](F)(F)(F)(F)F.C1C=CC2N(O)N=NC=2C=1.CCN(C(C)C)C(C)C.[Cl:62][C:63]1[CH:70]=[CH:69][C:66]([CH2:67][NH2:68])=[CH:65][CH:64]=1. The catalyst is CN1C(=O)CCC1. The product is [Cl:62][C:63]1[CH:70]=[CH:69][C:66]([CH2:67][NH:68][C:15]([C:10]2[C:9](=[O:18])[N:8]([C:5]3[CH:4]=[CH:3][C:2]([Cl:1])=[CH:7][CH:6]=3)[C:13]([CH3:14])=[CH:12][CH:11]=2)=[O:17])=[CH:65][CH:64]=1. The yield is 0.410. (4) The reactants are [CH3:1][C:2]1[CH:11]=[CH:10][C:9]2[C:4](=[CH:5][CH:6]=[CH:7][C:8]=2[N:12]2[CH2:17][CH2:16][N:15]([CH2:18][CH2:19][C:20]3[CH:21]=[C:22]([CH:24]=[CH:25][CH:26]=3)[NH2:23])[CH2:14][CH2:13]2)[N:3]=1.[C:27](Cl)(=[O:34])[C:28]1[CH:33]=[CH:32][CH:31]=[CH:30][CH:29]=1. No catalyst specified. The product is [CH3:1][C:2]1[CH:11]=[CH:10][C:9]2[C:4](=[CH:5][CH:6]=[CH:7][C:8]=2[N:12]2[CH2:13][CH2:14][N:15]([CH2:18][CH2:19][C:20]3[CH:21]=[C:22]([NH:23][C:27](=[O:34])[C:28]4[CH:33]=[CH:32][CH:31]=[CH:30][CH:29]=4)[CH:24]=[CH:25][CH:26]=3)[CH2:16][CH2:17]2)[N:3]=1. The yield is 0.600. (5) The reactants are [CH3:1][C:2]1([CH3:20])[O:7][CH2:6][CH:5]([O:8][N:9]2C(=O)C3C(=CC=CC=3)C2=O)[CH2:4][O:3]1.CNN. The catalyst is ClCCl. The product is [CH3:1][C:2]1([CH3:20])[O:7][CH2:6][CH:5]([O:8][NH2:9])[CH2:4][O:3]1. The yield is 1.00.